From a dataset of Full USPTO retrosynthesis dataset with 1.9M reactions from patents (1976-2016). Predict the reactants needed to synthesize the given product. (1) The reactants are: [NH:1]1[CH2:5][CH2:4][CH2:3][CH:2]1[CH2:6][N:7]1[CH:11]=[C:10]([NH:12][C:13]([C:15]2[N:16]=[CH:17][O:18][C:19]=2[C:20]2[CH:21]=[C:22]([CH3:26])[CH:23]=[CH:24][CH:25]=2)=[O:14])[CH:9]=[N:8]1.Cl[C:28]1[N:33]=[C:32]([O:34][CH3:35])[CH:31]=[C:30]([O:36][CH3:37])[N:29]=1.C([O-])([O-])=O.[Cs+].[Cs+]. Given the product [CH3:37][O:36][C:30]1[CH:31]=[C:32]([O:34][CH3:35])[N:33]=[C:28]([N:1]2[CH2:5][CH2:4][CH2:3][CH:2]2[CH2:6][N:7]2[CH:11]=[C:10]([NH:12][C:13]([C:15]3[N:16]=[CH:17][O:18][C:19]=3[C:20]3[CH:21]=[C:22]([CH3:26])[CH:23]=[CH:24][CH:25]=3)=[O:14])[CH:9]=[N:8]2)[N:29]=1, predict the reactants needed to synthesize it. (2) Given the product [CH3:15][C:16]1[CH:17]=[N:18][C:19]([CH2:25][S+:26]([O-:2])[C:27]2[NH:28][C:29]3[CH:35]=[CH:34][C:33]([O:36][CH3:37])=[CH:32][C:30]=3[N:31]=2)=[C:20]([CH3:24])[C:21]=1[O:22][CH3:23], predict the reactants needed to synthesize it. The reactants are: C([C@H]([C@@H](C(OCC)=O)O)O)(OCC)=[O:2].[CH3:15][C:16]1[C:21]([O:22][CH3:23])=[C:20]([CH3:24])[C:19]([CH2:25][S:26][C:27]2[NH:31][C:30]3[CH:32]=[C:33]([O:36][CH3:37])[CH:34]=[CH:35][C:29]=3[N:28]=2)=[N:18][CH:17]=1.C(N(C(C)C)CC)(C)C.[OH-].C1(C(C)C)C=CC=CC=1.[OH-].[Na+]. (3) Given the product [CH3:37][O:36][C:35]1[CH:34]=[C:28]2[C:27](=[CH:26][C:25]=1[O:24][CH3:23])[C:32](=[O:31])[N:20]([C:15]1[C:16]([CH3:19])=[C:17]([CH3:18])[C:4]3[O:3][C:2]([CH3:22])([CH3:1])[CH:6]([C:7]4[CH:8]=[CH:9][C:10]([CH3:13])=[CH:11][CH:12]=4)[C:5]=3[C:14]=1[CH3:21])[C:29]2=[O:30], predict the reactants needed to synthesize it. The reactants are: [CH3:1][C:2]1([CH3:22])[CH:6]([C:7]2[CH:12]=[CH:11][C:10]([CH3:13])=[CH:9][CH:8]=2)[C:5]2[C:14]([CH3:21])=[C:15]([NH2:20])[C:16]([CH3:19])=[C:17]([CH3:18])[C:4]=2[O:3]1.[CH3:23][O:24][C:25]1[CH:26]=[C:27]2[C:32](=O)[O:31][C:29](=[O:30])[C:28]2=[CH:34][C:35]=1[O:36][CH3:37].C(N=C=NCCCN(C)C)C.ON1C2C=CC=CC=2N=N1.[OH-].[Na+]. (4) Given the product [CH2:12]([NH:11][C:9](=[O:10])[NH:8][C:5]1[N:6]=[CH:7][C:2]([B:28]([OH:29])[OH:27])=[C:3]([C:14]2[S:15][CH:16]=[C:17]([C:19]3[CH:20]=[N:21][N:22]([CH3:24])[CH:23]=3)[N:18]=2)[CH:4]=1)[CH3:13], predict the reactants needed to synthesize it. The reactants are: Br[C:2]1[C:3]([C:14]2[S:15][CH:16]=[C:17]([C:19]3[CH:20]=[N:21][N:22]([CH3:24])[CH:23]=3)[N:18]=2)=[CH:4][C:5]([NH:8][C:9]([NH:11][CH2:12][CH3:13])=[O:10])=[N:6][CH:7]=1.CC1(C)C(C)(C)[O:29][B:28](B2OC(C)(C)C(C)(C)O2)[O:27]1.C(N(CC)CC)C.C([O-])(=O)C.[K+]. (5) The reactants are: [N:1]1[C:6]2[NH:7][C:8]3[C:13]([C:5]=2[CH:4]=[CH:3][CH:2]=1)=[CH:12][C:11]([CH:14](O)[CH3:15])=[CH:10][CH:9]=3.[Na+].[C:18]1([S:24]([O-:26])=[O:25])[CH:23]=[CH:22][CH:21]=[CH:20][CH:19]=1. Given the product [C:18]1([S:24]([CH:14]([C:11]2[CH:12]=[C:13]3[C:8](=[CH:9][CH:10]=2)[NH:7][C:6]2[N:1]=[CH:2][CH:3]=[CH:4][C:5]3=2)[CH3:15])(=[O:26])=[O:25])[CH:23]=[CH:22][CH:21]=[CH:20][CH:19]=1, predict the reactants needed to synthesize it.